This data is from NCI-60 drug combinations with 297,098 pairs across 59 cell lines. The task is: Regression. Given two drug SMILES strings and cell line genomic features, predict the synergy score measuring deviation from expected non-interaction effect. Drug 1: CC1=C2C(C(=O)C3(C(CC4C(C3C(C(C2(C)C)(CC1OC(=O)C(C(C5=CC=CC=C5)NC(=O)C6=CC=CC=C6)O)O)OC(=O)C7=CC=CC=C7)(CO4)OC(=O)C)O)C)OC(=O)C. Drug 2: C1=CC=C(C=C1)NC(=O)CCCCCCC(=O)NO. Cell line: NCI/ADR-RES. Synergy scores: CSS=54.3, Synergy_ZIP=-0.926, Synergy_Bliss=-2.99, Synergy_Loewe=-11.4, Synergy_HSA=-2.67.